This data is from Peptide-MHC class I binding affinity with 185,985 pairs from IEDB/IMGT. The task is: Regression. Given a peptide amino acid sequence and an MHC pseudo amino acid sequence, predict their binding affinity value. This is MHC class I binding data. (1) The peptide sequence is KEIGRMLNIL. The binding affinity (normalized) is 0.854. The MHC is HLA-B40:01 with pseudo-sequence HLA-B40:01. (2) The peptide sequence is ALSMADIFI. The MHC is HLA-A02:01 with pseudo-sequence HLA-A02:01. The binding affinity (normalized) is 0.569. (3) The peptide sequence is AQRPAKYSY. The MHC is HLA-A69:01 with pseudo-sequence HLA-A69:01. The binding affinity (normalized) is 0.0847. (4) The peptide sequence is RLHRLLLMR. The MHC is HLA-B08:01 with pseudo-sequence HLA-B08:01. The binding affinity (normalized) is 0.213. (5) The peptide sequence is QAELEAFLM. The binding affinity (normalized) is 0.668. The MHC is Mamu-A01 with pseudo-sequence Mamu-A01. (6) The peptide sequence is NQQGITPNY. The MHC is HLA-B15:02 with pseudo-sequence HLA-B15:02. The binding affinity (normalized) is 0.538. (7) The peptide sequence is EMIKKSEIYVA. The MHC is Mamu-A11 with pseudo-sequence Mamu-A11. The binding affinity (normalized) is 0. (8) The peptide sequence is AEKSRGRRI. The MHC is HLA-B58:01 with pseudo-sequence HLA-B58:01. The binding affinity (normalized) is 0.0847. (9) The peptide sequence is GSFKEYVFW. The MHC is HLA-A26:01 with pseudo-sequence HLA-A26:01. The binding affinity (normalized) is 0.0847. (10) The peptide sequence is KGNDMPGGY. The MHC is HLA-A32:01 with pseudo-sequence HLA-A32:01. The binding affinity (normalized) is 0.